Dataset: Full USPTO retrosynthesis dataset with 1.9M reactions from patents (1976-2016). Task: Predict the reactants needed to synthesize the given product. (1) Given the product [O:1]1[C:5]2[CH:6]=[CH:7][CH:8]=[CH:9][C:4]=2[N:3]=[C:2]1[NH:10][CH:11]1[CH2:16][CH2:15][N:14]([CH2:17][C:18]2[N:19]=[C:20]([C:24]3[CH:29]=[C:28]([NH:43][C:44](=[O:46])[CH3:45])[CH:27]=[CH:26][CH:25]=3)[NH:21][C:22]=2[CH3:23])[CH2:13][CH2:12]1, predict the reactants needed to synthesize it. The reactants are: [O:1]1[C:5]2[CH:6]=[CH:7][CH:8]=[CH:9][C:4]=2[N:3]=[C:2]1[NH:10][CH:11]1[CH2:16][CH2:15][N:14]([CH2:17][C:18]2[N:19]=[C:20]([C:24]3[CH:29]=[CH:28][CH:27]=[CH:26][CH:25]=3)[NH:21][C:22]=2[CH3:23])[CH2:13][CH2:12]1.C(C1NC(C2C=C([NH:43][C:44](=[O:46])[CH3:45])C=CC=2)=NC=1C)=O. (2) Given the product [CH2:1]([O:3][C:4]([N:6]1[CH2:12][CH2:11][C:10]2[CH:13]=[C:14]([C:18](=[O:19])[C:17]([CH3:22])([CH3:21])[CH3:16])[S:15][C:9]=2[CH2:8][CH2:7]1)=[O:5])[CH3:2], predict the reactants needed to synthesize it. The reactants are: [CH2:1]([O:3][C:4]([N:6]1[CH2:12][CH2:11][C:10]2[CH:13]=[CH:14][S:15][C:9]=2[CH2:8][CH2:7]1)=[O:5])[CH3:2].[CH3:16][C:17]([CH3:22])([CH3:21])[C:18](Cl)=[O:19].[Al+3].[Cl-].[Cl-].[Cl-].